This data is from Catalyst prediction with 721,799 reactions and 888 catalyst types from USPTO. The task is: Predict which catalyst facilitates the given reaction. (1) Reactant: [Cl:1][CH2:2][CH2:3][CH2:4][S:5]([O:8][CH2:9][C:10]([CH3:24])([CH3:23])[C@@H:11]([O:15][CH2:16][C:17]1[CH:22]=[CH:21][CH:20]=[CH:19][CH:18]=1)[C:12]([OH:14])=[O:13])(=[O:7])=[O:6].C(Cl)(=O)C(Cl)=O.O[CH2:32][C:33]([N:35]([CH3:37])[CH3:36])=[O:34].N1C=CC=CC=1. Product: [Cl:1][CH2:2][CH2:3][CH2:4][S:5]([O:8][CH2:9][C:10]([CH3:24])([CH3:23])[C@@H:11]([O:15][CH2:16][C:17]1[CH:22]=[CH:21][CH:20]=[CH:19][CH:18]=1)[C:12]([O:14][CH2:32][C:33](=[O:34])[N:35]([CH3:37])[CH3:36])=[O:13])(=[O:6])=[O:7]. The catalyst class is: 4. (2) Product: [NH2:27][C:25]1[N:26]=[C:22]2[N:23]([C:14]([CH2:13][C:12]3[CH:29]=[CH:30][C:9]([OH:8])=[C:10]([O:31][CH3:32])[CH:11]=3)=[N:15][C:16]3[CH:17]=[C:18]([F:28])[CH:19]=[CH:20][C:21]=32)[N:24]=1. Reactant: C([O:8][C:9]1[CH:30]=[CH:29][C:12]([CH2:13][C:14]2[N:23]3[N:24]=[C:25]([NH2:27])[N:26]=[C:22]3[C:21]3[CH:20]=[CH:19][C:18]([F:28])=[CH:17][C:16]=3[N:15]=2)=[CH:11][C:10]=1[O:31][CH3:32])C1C=CC=CC=1.C1CC=CCC=1. The catalyst class is: 19.